Dataset: Forward reaction prediction with 1.9M reactions from USPTO patents (1976-2016). Task: Predict the product of the given reaction. Given the reactants [CH:1]1([CH:7]([NH:22][C:23]2[CH:32]=[CH:31][C:26]([C:27]([O:29]C)=[O:28])=[CH:25][CH:24]=2)[C:8]2[S:16][C:15]3[C:10](=[N:11][CH:12]=[C:13]([C:17]([F:20])([F:19])[F:18])[CH:14]=3)[C:9]=2[CH3:21])[CH2:6][CH2:5][CH2:4][CH2:3][CH2:2]1.O1CCCC1.[OH-].[Na+], predict the reaction product. The product is: [CH:1]1([CH:7]([NH:22][C:23]2[CH:32]=[CH:31][C:26]([C:27]([OH:29])=[O:28])=[CH:25][CH:24]=2)[C:8]2[S:16][C:15]3[C:10](=[N:11][CH:12]=[C:13]([C:17]([F:18])([F:20])[F:19])[CH:14]=3)[C:9]=2[CH3:21])[CH2:6][CH2:5][CH2:4][CH2:3][CH2:2]1.